This data is from TCR-epitope binding with 47,182 pairs between 192 epitopes and 23,139 TCRs. The task is: Binary Classification. Given a T-cell receptor sequence (or CDR3 region) and an epitope sequence, predict whether binding occurs between them. (1) The epitope is ILKEPVHGV. The TCR CDR3 sequence is CASSYGASGSADTQYF. Result: 0 (the TCR does not bind to the epitope). (2) The epitope is TLVPQEHYV. The TCR CDR3 sequence is CASSEADEQFF. Result: 0 (the TCR does not bind to the epitope). (3) The epitope is IVDTVSALV. The TCR CDR3 sequence is CSVGSGEDSPQYF. Result: 0 (the TCR does not bind to the epitope). (4) The epitope is YLNTLTLAV. The TCR CDR3 sequence is CASSLGSLETQYF. Result: 1 (the TCR binds to the epitope). (5) Result: 1 (the TCR binds to the epitope). The TCR CDR3 sequence is CASSDPLGVYNEQFF. The epitope is SLVKPSFYV. (6) The epitope is ALSKGVHFV. The TCR CDR3 sequence is CASSQYAGGIYEQYF. Result: 0 (the TCR does not bind to the epitope). (7) The epitope is SLYNTVATL. The TCR CDR3 sequence is CASTPVGHSNQPQHF. Result: 1 (the TCR binds to the epitope). (8) The epitope is QARQMVQAMRTIGTHP. The TCR CDR3 sequence is CASSYSFTPTARLGYTF. Result: 1 (the TCR binds to the epitope). (9) The epitope is SLYNTVATL. The TCR CDR3 sequence is CASSLFGGSGNTIYF. Result: 1 (the TCR binds to the epitope). (10) The epitope is DATYQRTRALVR. The TCR CDR3 sequence is CASRVSGSLSYNEQFF. Result: 0 (the TCR does not bind to the epitope).